Dataset: Reaction yield outcomes from USPTO patents with 853,638 reactions. Task: Predict the reaction yield, written as a fraction of the theoretical maximum amount of product (1.0 means a 100% yield; for example, 0.34 means a 34% yield). (1) The yield is 0.860. The product is [Si:47]([O:46][C@H:45]([C:54]1[CH:55]=[CH:56][C:57]([OH:63])=[C:58]([NH:60][CH:61]=[O:62])[CH:59]=1)[CH2:44][NH:43][CH2:2][C:4]1[C:9]([CH3:10])=[CH:8][C:7]([NH:11][C:12]([CH2:14][CH2:15][N:16]2[CH2:21][CH2:20][CH:19]([O:22][C:23](=[O:37])[NH:24][C:25]3[CH:30]=[CH:29][CH:28]=[CH:27][C:26]=3[C:31]3[CH:36]=[CH:35][CH:34]=[CH:33][CH:32]=3)[CH2:18][CH2:17]2)=[O:13])=[C:6]([CH3:38])[CH:5]=1)([C:50]([CH3:53])([CH3:52])[CH3:51])([CH3:49])[CH3:48]. The reactants are Cl.[CH:2]([C:4]1[C:9]([CH3:10])=[CH:8][C:7]([NH:11][C:12]([CH2:14][CH2:15][N:16]2[CH2:21][CH2:20][CH:19]([O:22][C:23](=[O:37])[NH:24][C:25]3[CH:30]=[CH:29][CH:28]=[CH:27][C:26]=3[C:31]3[CH:36]=[CH:35][CH:34]=[CH:33][CH:32]=3)[CH2:18][CH2:17]2)=[O:13])=[C:6]([CH3:38])[CH:5]=1)=O.C(O)(=O)C.[NH2:43][CH2:44][C@@H:45]([C:54]1[CH:55]=[CH:56][C:57]([OH:63])=[C:58]([NH:60][CH:61]=[O:62])[CH:59]=1)[O:46][Si:47]([C:50]([CH3:53])([CH3:52])[CH3:51])([CH3:49])[CH3:48].C(O[BH-](OC(=O)C)OC(=O)C)(=O)C.[Na+].C(=O)(O)[O-].[Na+]. The catalyst is ClCCl.CO. (2) The reactants are [Cl:1][C:2]1[CH:10]=[C:6]([C:7]([OH:9])=O)[C:5]([OH:11])=[CH:4][CH:3]=1.[C:12]1([NH2:22])[C:21]2[C:16](=[CH:17][CH:18]=[CH:19][CH:20]=2)[CH:15]=[CH:14][CH:13]=1. No catalyst specified. The product is [Cl:1][C:2]1[CH:3]=[CH:4][C:5]([OH:11])=[C:6]([CH:10]=1)[C:7]([NH:22][C:12]1[C:21]2[C:16](=[CH:17][CH:18]=[CH:19][CH:20]=2)[CH:15]=[CH:14][CH:13]=1)=[O:9]. The yield is 0.650. (3) The reactants are [Cl:1][C:2]1[N:3]=[CH:4][C:5]2[NH:6][C:7](=[O:21])[C:8]([F:20])([F:19])[CH2:9][N:10]([CH:13]3[CH2:18][CH2:17][CH2:16][CH2:15][CH2:14]3)[C:11]=2[N:12]=1.[H-].[Na+].[CH3:24]I. The catalyst is CC(N(C)C)=O. The product is [Cl:1][C:2]1[N:3]=[CH:4][C:5]2[N:6]([CH3:24])[C:7](=[O:21])[C:8]([F:19])([F:20])[CH2:9][N:10]([CH:13]3[CH2:18][CH2:17][CH2:16][CH2:15][CH2:14]3)[C:11]=2[N:12]=1. The yield is 0.479. (4) The reactants are CS(C)=O.[F:5][C:6]1[C:7]([C:12]2([C:16]#[N:17])[CH2:15][CH2:14][CH2:13]2)=[N:8][CH:9]=[CH:10][CH:11]=1.C(=O)([O-])[O-:19].[K+].[K+].OO. The catalyst is O.C(OCC)(=O)C. The product is [F:5][C:6]1[C:7]([C:12]2([C:16]([NH2:17])=[O:19])[CH2:15][CH2:14][CH2:13]2)=[N:8][CH:9]=[CH:10][CH:11]=1. The yield is 0.590. (5) The reactants are C[Si]([N-][Si](C)(C)C)(C)C.[K+].[Cl:11][C:12]1[CH:13]=[CH:14][C:15]2[N:21]([CH3:22])[C:20](=[O:23])[CH2:19][N:18]=[C:17]([C:24]3[C:25]([O:32][CH3:33])=[N:26][C:27]([O:30][CH3:31])=[N:28][CH:29]=3)[C:16]=2[CH:34]=1.CC(C1C=C(C(C)C)C(S([N:50]=[N+:51]=[N-:52])(=O)=O)=C(C(C)C)C=1)C.C(O)(=O)C. No catalyst specified. The product is [N:50]([CH:19]1[N:18]=[C:17]([C:24]2[C:25]([O:32][CH3:33])=[N:26][C:27]([O:30][CH3:31])=[N:28][CH:29]=2)[C:16]2[CH:34]=[C:12]([Cl:11])[CH:13]=[CH:14][C:15]=2[N:21]([CH3:22])[C:20]1=[O:23])=[N+:51]=[N-:52]. The yield is 0.950. (6) The reactants are C([O:3][C:4](=O)[CH2:5][C:6](=[O:16])[C@H:7]1[CH2:12][CH2:11][C@H:10]([CH2:13][CH2:14][CH3:15])[CH2:9][CH2:8]1)C.[BH4-].[Na+]. The catalyst is C(O)C. The product is [CH2:13]([C@H:10]1[CH2:11][CH2:12][C@H:7]([CH:6]([OH:16])[CH2:5][CH2:4][OH:3])[CH2:8][CH2:9]1)[CH2:14][CH3:15]. The yield is 0.670. (7) The reactants are I[C:2]1[CH:3]=[C:4]([CH:8]=[C:9]([N+:11]([O-:13])=[O:12])[CH:10]=1)[C:5]([OH:7])=[O:6].B(O)(O)[C:15]1[CH:16]=[CH:17][C:18]([CH3:21])=[CH:19][CH:20]=1.C([O-])([O-])=O.[Cs+].[Cs+].[OH-].[Na+]. The catalyst is C1(C)C=CC=CC=1.C(O)C.O.C1C=CC([P]([Pd]([P](C2C=CC=CC=2)(C2C=CC=CC=2)C2C=CC=CC=2)([P](C2C=CC=CC=2)(C2C=CC=CC=2)C2C=CC=CC=2)[P](C2C=CC=CC=2)(C2C=CC=CC=2)C2C=CC=CC=2)(C2C=CC=CC=2)C2C=CC=CC=2)=CC=1. The product is [CH3:21][C:18]1[CH:19]=[CH:20][C:15]([C:2]2[CH:10]=[C:9]([N+:11]([O-:13])=[O:12])[CH:8]=[C:4]([C:5]([OH:7])=[O:6])[CH:3]=2)=[CH:16][CH:17]=1. The yield is 0.972. (8) The reactants are [Cl:1][C:2]1[CH:7]=[CH:6][C:5]([O:8][C:9]2[CH:14]=[CH:13][C:12]([CH2:15][CH2:16][C:17]#[N:18])=[CH:11][CH:10]=2)=[CH:4][C:3]=1[C:19]([F:22])([F:21])[F:20].C(Cl)(=O)C.[NH3:27]. The catalyst is C1(C)C=CC=CC=1.CO. The product is [ClH:1].[Cl:1][C:2]1[CH:7]=[CH:6][C:5]([O:8][C:9]2[CH:10]=[CH:11][C:12]([CH2:15][CH2:16][C:17](=[NH:27])[NH2:18])=[CH:13][CH:14]=2)=[CH:4][C:3]=1[C:19]([F:20])([F:21])[F:22]. The yield is 0.257. (9) The reactants are C1(C2C=CC=CC=2)C=CC=CC=1.C(OC(=O)N[CH:20]1[CH2:25][CH2:24][N:23]([S:26]([C:29]2[C:34]([Cl:35])=[CH:33][CH:32]=[C:31]([NH:36][C:37]3[C:40](=[O:41])[C:39](=[O:42])[C:38]=3Cl)[C:30]=2[OH:44])(=[O:28])=[O:27])[CH2:22][CH2:21]1)(C)(C)C.[NH2:46][C:47]1[CH:52]=[CH:51][CH:50]=[CH:49][CH:48]=1.C[N:54](C=O)C. No catalyst specified. The product is [NH2:54][CH:24]1[CH2:25][CH2:20][CH2:21][CH2:22][N:23]1[S:26]([C:29]1[C:30]([OH:44])=[C:31]([NH:36][C:37]2[C:40](=[O:41])[C:39](=[O:42])[C:38]=2[NH:46][C:47]2[CH:52]=[CH:51][CH:50]=[CH:49][CH:48]=2)[CH:32]=[CH:33][C:34]=1[Cl:35])(=[O:27])=[O:28]. The yield is 0.540. (10) The reactants are [Cl:1][C:2]1[CH:11]=[CH:10][C:9]2[C:4](=[CH:5][CH:6]=[C:7](Br)[CH:8]=2)[CH:3]=1.B1(B2OC(C)(C)C(C)(C)O2)OC(C)(C)C(C)(C)O1.ClCCl.C([O-])(=O)C.[K+].Br[C:40]1[C:48]2[C:43](=[CH:44][CH:45]=[C:46]([C:49]#[N:50])[CH:47]=2)[N:42]([CH:51]2[CH2:56][CH2:55][CH2:54][CH2:53][O:52]2)[N:41]=1.P([O-])([O-])([O-])=O.[K+].[K+].[K+]. The catalyst is CN(C=O)C. The product is [Cl:1][C:2]1[CH:3]=[C:4]2[C:9](=[CH:10][CH:11]=1)[CH:8]=[C:7]([C:40]1[C:48]3[C:43](=[CH:44][CH:45]=[C:46]([C:49]#[N:50])[CH:47]=3)[N:42]([CH:51]3[CH2:56][CH2:55][CH2:54][CH2:53][O:52]3)[N:41]=1)[CH:6]=[CH:5]2. The yield is 0.370.